This data is from Full USPTO retrosynthesis dataset with 1.9M reactions from patents (1976-2016). The task is: Predict the reactants needed to synthesize the given product. (1) Given the product [Br:1][C:2]1[CH:3]=[C:4]([C:5]2[S:6][CH:14]=[CH:15][N:7]=2)[CH:8]=[CH:9][C:10]=1[CH3:11], predict the reactants needed to synthesize it. The reactants are: [Br:1][C:2]1[CH:3]=[C:4]([CH:8]=[CH:9][C:10]=1[CH3:11])[C:5]([NH2:7])=[S:6].CO[CH:14](OC)[CH2:15]N. (2) Given the product [C:32]([CH2:34][C:35]([N:23]1[CH2:22][CH2:21][CH:20]([CH2:19][NH:18][C:16]2[N:15]3[CH:26]=[CH:27][N:28]=[C:14]3[C:13]([C:29]([NH2:31])=[O:30])=[C:12]([NH:11][C:5]3[CH:6]=[C:7]([O:9][CH3:10])[CH:8]=[C:3]([O:2][CH3:1])[CH:4]=3)[N:17]=2)[CH2:25][CH2:24]1)=[O:36])#[N:33], predict the reactants needed to synthesize it. The reactants are: [CH3:1][O:2][C:3]1[CH:4]=[C:5]([NH:11][C:12]2[N:17]=[C:16]([NH:18][CH2:19][CH:20]3[CH2:25][CH2:24][NH:23][CH2:22][CH2:21]3)[N:15]3[CH:26]=[CH:27][N:28]=[C:14]3[C:13]=2[C:29]([NH2:31])=[O:30])[CH:6]=[C:7]([O:9][CH3:10])[CH:8]=1.[C:32]([CH2:34][C:35](O)=[O:36])#[N:33].CN(C(ON1N=NC2C=CC=NC1=2)=[N+](C)C)C.F[P-](F)(F)(F)(F)F.CCN(C(C)C)C(C)C.